From a dataset of Catalyst prediction with 721,799 reactions and 888 catalyst types from USPTO. Predict which catalyst facilitates the given reaction. (1) Reactant: [C:1]([O:5][C:6]([N:8]1[CH2:13][CH2:12][C:11](=[C:14]2[C:20]3[CH:21]=[CH:22][C:23]([Cl:25])=[CH:24][C:19]=3[C:18]([CH:26]([NH2:33])[C:27]3[N:28]([CH3:32])[CH:29]=[N:30][CH:31]=3)=[CH:17][C:16]3[CH:34]=[CH:35][CH:36]=[CH:37][C:15]2=3)[CH2:10][CH2:9]1)=[O:7])([CH3:4])([CH3:3])[CH3:2].C(N(CC)CC)C.[CH3:45][C:46]1([O:49][C:50](=O)[O:51]N2C(=O)CCC2=O)[CH2:48][CH2:47]1. Product: [C:1]([O:5][C:6]([N:8]1[CH2:13][CH2:12][C:11](=[C:14]2[C:20]3[CH:21]=[CH:22][C:23]([Cl:25])=[CH:24][C:19]=3[C:18]([CH:26]([NH:33][C:50]([O:49][C:46]3([CH3:45])[CH2:48][CH2:47]3)=[O:51])[C:27]3[N:28]([CH3:32])[CH:29]=[N:30][CH:31]=3)=[CH:17][C:16]3[CH:34]=[CH:35][CH:36]=[CH:37][C:15]2=3)[CH2:10][CH2:9]1)=[O:7])([CH3:4])([CH3:2])[CH3:3]. The catalyst class is: 4. (2) Reactant: [CH3:1][S:2][CH3:3].[Na].[Br:5][C:6]1[CH:11]=[CH:10][C:9](C)=[C:8](F)[CH:7]=1.C(=O)([O-])O.[Na+]. Product: [Br:5][C:6]1[CH:7]=[CH:8][C:9]([CH3:10])=[C:1]([S:2][CH3:3])[CH:11]=1. The catalyst class is: 3. (3) Reactant: [Cl:1][C:2]1[C:11]2[C:6](=[C:7]([CH3:13])[C:8]([Cl:12])=[CH:9][CH:10]=2)[N:5]=[CH:4][C:3]=1[C:14]([NH2:16])=[O:15].[O:17]1[C:21]2=[CH:22][CH:23]=[CH:24][C:25]([NH2:26])=[C:20]2[CH2:19][CH2:18]1.Cl.IC1C=C2C(=CC=1)N=CC(C(N)=O)=C2NC1C=CC=C(OC)C=1. Product: [ClH:1].[Cl:12][C:8]1[C:7]([CH3:13])=[C:6]2[C:11]([C:2]([NH:26][C:25]3[C:20]4[CH2:19][CH2:18][O:17][C:21]=4[CH:22]=[CH:23][CH:24]=3)=[C:3]([C:14]([NH2:16])=[O:15])[CH:4]=[N:5]2)=[CH:10][CH:9]=1. The catalyst class is: 10. (4) Reactant: [Br:1][C:2]1[C:7]([NH:8][S:9]([C:12]2[CH:17]=[CH:16][C:15]([Cl:18])=[C:14]([C:19]([CH3:22])([CH3:21])[CH3:20])[CH:13]=2)(=[O:11])=[O:10])=[CH:6][C:5]([Cl:23])=[CH:4][N:3]=1.C(=O)([O-])[O-].[K+].[K+].[CH3:30][O:31][CH2:32]Cl. Product: [Br:1][C:2]1[C:7]([N:8]([CH2:30][O:31][CH3:32])[S:9]([C:12]2[CH:17]=[CH:16][C:15]([Cl:18])=[C:14]([C:19]([CH3:20])([CH3:22])[CH3:21])[CH:13]=2)(=[O:11])=[O:10])=[CH:6][C:5]([Cl:23])=[CH:4][N:3]=1. The catalyst class is: 1. (5) Reactant: Cl.[NH:2]1[CH2:7][CH2:6][CH:5]([CH2:8][C:9]2[CH:14]=[CH:13][C:12]([OH:15])=[CH:11][CH:10]=2)[CH2:4][CH2:3]1.C(N(C(C)C)CC)(C)C.[CH3:25][S:26](Cl)(=[O:28])=[O:27].C([O-])(O)=O.[Na+]. Product: [CH3:25][S:26]([O:15][C:12]1[CH:11]=[CH:10][C:9]([CH2:8][CH:5]2[CH2:6][CH2:7][N:2]([S:26]([CH3:25])(=[O:28])=[O:27])[CH2:3][CH2:4]2)=[CH:14][CH:13]=1)(=[O:28])=[O:27]. The catalyst class is: 2. (6) Reactant: Cl.C([O:4][C:5](=[O:33])[C:6]([NH:29]C(=O)C)([CH:12]1[CH2:20][C:19]2[C:14](=[CH:15][CH:16]=[C:17]([CH2:21][CH2:22][CH2:23][CH2:24][CH2:25][CH2:26][CH2:27][CH3:28])[CH:18]=2)[CH2:13]1)C(OCC)=O)C. Product: [NH2:29][CH:6]([CH:12]1[CH2:20][C:19]2[C:14](=[CH:15][CH:16]=[C:17]([CH2:21][CH2:22][CH2:23][CH2:24][CH2:25][CH2:26][CH2:27][CH3:28])[CH:18]=2)[CH2:13]1)[C:5]([OH:33])=[O:4]. The catalyst class is: 5.